The task is: Predict the reactants needed to synthesize the given product.. This data is from Full USPTO retrosynthesis dataset with 1.9M reactions from patents (1976-2016). (1) Given the product [C:30]([O:29][C:27]([NH:26][CH:19]([CH:20]1[CH2:25][CH2:24][CH2:23][CH2:22][CH2:21]1)[C:18]([N:17]1[CH:6]2[CH:7]([N:8]([C:10]([CH:12]3[CH2:13][CH2:14]3)=[O:11])[CH2:9][CH:5]2[C:3]([OH:4])=[O:2])[CH2:15][CH2:16]1)=[O:34])=[O:28])([CH3:33])([CH3:31])[CH3:32], predict the reactants needed to synthesize it. The reactants are: C[O:2][C:3]([CH:5]1[CH2:9][N:8]([C:10]([CH:12]2[CH2:14][CH2:13]2)=[O:11])[CH:7]2[CH2:15][CH2:16][N:17]([C:18](=[O:34])[CH:19]([NH:26][C:27]([O:29][C:30]([CH3:33])([CH3:32])[CH3:31])=[O:28])[CH:20]3[CH2:25][CH2:24][CH2:23][CH2:22][CH2:21]3)[CH:6]12)=[O:4].[OH-].[Na+]. (2) The reactants are: [NH2:1][C:2]1[CH:10]=[CH:9][C:5]2[N:6]=[CH:7][NH:8][C:4]=2[CH:3]=1.[F:11][C:12]([F:25])([O:16][C:17]1[CH:24]=[CH:23][C:20]([CH:21]=O)=[CH:19][CH:18]=1)[CH:13]([F:15])[F:14].[Si](C#N)(C)(C)C.[N:32]1([C:37](N2C=CN=C2)=[O:38])C=CN=[CH:33]1. Given the product [F:11][C:12]([F:25])([O:16][C:17]1[CH:24]=[CH:23][C:20]([CH:21]2[N:1]([C:2]3[CH:10]=[CH:9][C:5]4[NH:6][CH:7]=[N:8][C:4]=4[CH:3]=3)[C:37](=[O:38])[NH:32][CH2:33]2)=[CH:19][CH:18]=1)[CH:13]([F:15])[F:14], predict the reactants needed to synthesize it. (3) Given the product [NH2:25][C:6]1[CH:7]=[C:8]2[C:13](=[C:4]([CH2:1][CH:2]([OH:35])[CH2:3][OH:54])[CH:5]=1)[N:12]=[CH:11][C:10]([C:14]#[N:15])=[C:9]2[NH:16][C:17]1[CH:22]=[CH:21][C:20]([F:23])=[C:19]([Cl:24])[CH:18]=1, predict the reactants needed to synthesize it. The reactants are: [CH2:1]([C:4]1[CH:5]=[C:6]([NH2:25])[CH:7]=[C:8]2[C:13]=1[N:12]=[CH:11][C:10]([C:14]#[N:15])=[C:9]2[NH:16][C:17]1[CH:22]=[CH:21][C:20]([F:23])=[C:19]([Cl:24])[CH:18]=1)[CH:2]=[CH2:3].N1C=CC=CC=1.FC(F)(F)C(OC(=O)C(F)(F)F)=[O:35].C[N+]1([O-])CCOCC1.[Li+].[OH-:54]. (4) Given the product [C:1]([C:5]1[CH:6]=[CH:7][C:8]([CH3:38])=[C:9]([CH:37]=1)[O:10][C:11]1[S:12][CH:13]=[C:14]([C:16]([NH:18][C:19]2[C:20]([O:35][CH3:36])=[N:21][C:22]([NH:27][CH2:28][CH2:29][C:30]([OH:32])=[O:31])=[N:23][C:24]=2[O:25][CH3:26])=[O:17])[N:15]=1)([CH3:4])([CH3:3])[CH3:2], predict the reactants needed to synthesize it. The reactants are: [C:1]([C:5]1[CH:6]=[CH:7][C:8]([CH3:38])=[C:9]([CH:37]=1)[O:10][C:11]1[S:12][CH:13]=[C:14]([C:16]([NH:18][C:19]2[C:20]([O:35][CH3:36])=[N:21][C:22]([NH:27][CH2:28][CH2:29][C:30]([O:32]CC)=[O:31])=[N:23][C:24]=2[O:25][CH3:26])=[O:17])[N:15]=1)([CH3:4])([CH3:3])[CH3:2].[OH-].[Na+].Cl. (5) Given the product [N:23]1([C:26]2[CH:27]=[CH:28][N:29]=[CH:30][CH:31]=2)[CH2:22][CH2:21][CH:20]([CH2:19][CH2:18][NH:17][C:15]([C:14]2[S:92][C:34]([N:42]3[CH2:41][C:40]4[C:44](=[C:36]([Cl:35])[CH:37]=[CH:38][CH:39]=4)[C:43]3=[O:45])=[CH:33][CH:32]=2)=[O:16])[CH2:25][CH2:24]1, predict the reactants needed to synthesize it. The reactants are: ClC1C=CC=C2C=1C(=O)N(C1C=[C:14]([CH:32]=[CH:33][CH:34]=1)[C:15]([NH:17][CH2:18][CH2:19][CH:20]1[CH2:25][CH2:24][N:23]([C:26]3[CH:31]=[CH:30][N:29]=[CH:28][CH:27]=3)[CH2:22][CH2:21]1)=[O:16])C2.[Cl:35][C:36]1[CH:37]=[CH:38][CH:39]=[C:40]2[C:44]=1[C:43](=[O:45])[N:42](C1SC(C(O)=O)=CC=1)[CH2:41]2.ClC1C=CC=C2C=1C(=O)N(C1C=C(C=CC=1)C(O)=O)C2.COC(=O)C1C(Cl)=CC=CC=1CBr.COC(C1[S:92]C(N)=CC=1)=O.FC(F)(F)C(O)=O.N1(C2C=CN=CC=2)CCC(CCN)CC1. (6) Given the product [CH3:9][O:10][N:11]=[C:12]1[C:16]2[CH:17]=[CH:18][CH:19]=[CH:20][C:15]=2[O:14][C:13]1=[N:1][OH:2], predict the reactants needed to synthesize it. The reactants are: [N:1](OC(C)(C)C)=[O:2].Cl.[CH3:9][O:10][N:11]=[C:12]1[C:16]2[CH:17]=[CH:18][CH:19]=[CH:20][C:15]=2[O:14][CH2:13]1. (7) Given the product [Cl-:12].[Br:1][C:2]1[CH:3]=[C:4]2[N:10]=[C:9]([CH2:11][P+:17]([CH2:18][CH2:19][CH2:20][CH3:21])([CH2:22][CH2:23][CH2:24][CH3:25])[CH2:13][CH2:14][CH2:15][CH3:16])[NH:8][C:5]2=[N:6][CH:7]=1, predict the reactants needed to synthesize it. The reactants are: [Br:1][C:2]1[CH:3]=[C:4]2[N:10]=[C:9]([CH2:11][Cl:12])[NH:8][C:5]2=[N:6][CH:7]=1.[CH2:13]([P:17]([CH2:22][CH2:23][CH2:24][CH3:25])[CH2:18][CH2:19][CH2:20][CH3:21])[CH2:14][CH2:15][CH3:16]. (8) Given the product [NH2:1][CH2:4][C@@H:5]([NH:13][C:14]([C:16]1[S:32][C:19]2=[N:20][C:21]3[CH2:22][CH2:23][CH:24]([C:28]([CH3:31])([CH3:30])[CH3:29])[CH2:25][C:26]=3[CH:27]=[C:18]2[CH:17]=1)=[O:15])[C:6]1[CH:11]=[CH:10][CH:9]=[C:8]([C:41]2[CH:40]=[CH:39][CH:38]=[C:37]3[C:42]=2[N:33]=[CH:34][CH:35]=[CH:36]3)[CH:7]=1, predict the reactants needed to synthesize it. The reactants are: [N:1]([CH2:4][C@@H:5]([NH:13][C:14]([C:16]1[S:32][C:19]2=[N:20][C:21]3[CH2:22][CH2:23][CH:24]([C:28]([CH3:31])([CH3:30])[CH3:29])[CH2:25][C:26]=3[CH:27]=[C:18]2[CH:17]=1)=[O:15])[C:6]1[CH:11]=[CH:10][CH:9]=[C:8](Br)[CH:7]=1)=[N+]=[N-].[N:33]1[C:42]2[C:37](=[CH:38][CH:39]=[CH:40][C:41]=2B(O)O)[CH:36]=[CH:35][CH:34]=1.C1C=CC(P(C2C=CC=CC=2)C2C=CC=CC=2)=CC=1.C([O-])([O-])=O.[Na+].[Na+]. (9) Given the product [Cl:7][C:8]1[CH:9]=[C:10]([O:21][CH2:23][C:24]2[C:36]([F:37])=[CH:35][C:27]([C:28]([NH:30][S:31]([CH3:34])(=[O:33])=[O:32])=[O:29])=[C:26]([F:38])[CH:25]=2)[CH:11]=[N:12][C:13]=1[O:14][CH2:15][CH2:16][C:17]([F:18])([F:19])[F:20], predict the reactants needed to synthesize it. The reactants are: C(=O)([O-])[O-].[K+].[K+].[Cl:7][C:8]1[CH:9]=[C:10]([OH:21])[CH:11]=[N:12][C:13]=1[O:14][CH2:15][CH2:16][C:17]([F:20])([F:19])[F:18].Br[CH2:23][C:24]1[C:36]([F:37])=[CH:35][C:27]([C:28]([NH:30][S:31]([CH3:34])(=[O:33])=[O:32])=[O:29])=[C:26]([F:38])[CH:25]=1. (10) Given the product [CH2:9]([O:8][C:6]([C:5]1[CH:11]=[CH:12][C:2]([NH:22][CH:23]2[CH2:24][CH2:25][N:26]([C:29]([O:31][C:32]([CH3:35])([CH3:34])[CH3:33])=[O:30])[CH2:27][CH2:28]2)=[C:3]([N+:13]([O-:15])=[O:14])[CH:4]=1)=[O:7])[CH3:10], predict the reactants needed to synthesize it. The reactants are: Cl[C:2]1[CH:12]=[CH:11][C:5]([C:6]([O:8][CH2:9][CH3:10])=[O:7])=[CH:4][C:3]=1[N+:13]([O-:15])=[O:14].C([O-])([O-])=O.[K+].[K+].[NH2:22][CH:23]1[CH2:28][CH2:27][N:26]([C:29]([O:31][C:32]([CH3:35])([CH3:34])[CH3:33])=[O:30])[CH2:25][CH2:24]1.